From a dataset of Retrosynthesis with 50K atom-mapped reactions and 10 reaction types from USPTO. Predict the reactants needed to synthesize the given product. (1) Given the product Clc1cc(Oc2c(Cl)cccc2Cl)nc(Cl)n1, predict the reactants needed to synthesize it. The reactants are: Clc1cc(Cl)nc(Cl)n1.Oc1c(Cl)cccc1Cl. (2) Given the product OCC1CCN(Cc2ccc(-c3noc(-c4nnn(-c5ccccc5F)c4-c4ccncc4)n3)cc2)CC1, predict the reactants needed to synthesize it. The reactants are: O=Cc1ccc(-c2noc(-c3nnn(-c4ccccc4F)c3-c3ccncc3)n2)cc1.OCC1CCNCC1. (3) Given the product Cc1ccccc1-c1cc(N2CCC(N(C)C)CC2)nc2c1C(=O)N(Cc1cc(C(F)(F)F)cc(C(F)(F)F)c1)CCCO2, predict the reactants needed to synthesize it. The reactants are: CN(C)C1CCNCC1.Cc1ccccc1-c1cc(Cl)nc2c1C(=O)N(Cc1cc(C(F)(F)F)cc(C(F)(F)F)c1)CCCO2. (4) Given the product CCOc1ccc(/C=C/C[C@@H](C(=O)OC(C)C)[C@H](O)C(=O)OC(C)C)cc1, predict the reactants needed to synthesize it. The reactants are: C=CC[C@@H](C(=O)OC(C)C)[C@H](O)C(=O)OC(C)C.CCOc1ccc(Br)cc1. (5) Given the product C[SiH](C)OCC1C(=O)OC(C(C)(C)C)CC1O, predict the reactants needed to synthesize it. The reactants are: C[SiH](C)OCC1=C(O)CC(C(C)(C)C)OC1=O. (6) The reactants are: CCOC(=O)C1CCNCC1.Cc1nc(C)c(-c2ccc(-c3ccc(CC(=O)O)cc3Cl)cc2)nc1C(N)=O. Given the product CCOC(=O)C1CCN(C(=O)Cc2ccc(-c3ccc(-c4nc(C(N)=O)c(C)nc4C)cc3)c(Cl)c2)CC1, predict the reactants needed to synthesize it.